From a dataset of Catalyst prediction with 721,799 reactions and 888 catalyst types from USPTO. Predict which catalyst facilitates the given reaction. (1) Reactant: C(OC(=O)[NH:7][CH:8]1[CH2:12][CH2:11][CH2:10][CH:9]1[O:13][C:14]1[CH:19]=[C:18]([F:20])[CH:17]=[CH:16][C:15]=1[NH:21][C:22]1[C:23]2[C:30]([CH3:31])=[C:29]([C:32](=[O:34])[NH2:33])[S:28][C:24]=2[N:25]=[CH:26][N:27]=1)(C)(C)C.FC(F)(F)C(O)=O. Product: [NH2:7][C@H:8]1[CH2:12][CH2:11][CH2:10][C@@H:9]1[O:13][C:14]1[CH:19]=[C:18]([F:20])[CH:17]=[CH:16][C:15]=1[NH:21][C:22]1[C:23]2[C:30]([CH3:31])=[C:29]([C:32]([NH2:33])=[O:34])[S:28][C:24]=2[N:25]=[CH:26][N:27]=1. The catalyst class is: 2. (2) Reactant: [OH:1][CH2:2][CH2:3][CH2:4][CH2:5][CH2:6][N:7]1[C:11]2[CH:12]=[CH:13][CH:14]=[CH:15][C:10]=2[N:9]=[C:8]1[C:16]([N:18]([CH2:40][CH:41]([CH3:43])[CH3:42])[C@H:19]1[CH2:24][C@@H:23]([C:25]([N:27]2[CH2:32][CH2:31][O:30][CH2:29][CH2:28]2)=[O:26])[CH2:22][N:21]([C:33]([O:35][C:36]([CH3:39])([CH3:38])[CH3:37])=[O:34])[CH2:20]1)=[O:17].[CH2:44](N(CC)CC)C.CS(Cl)(=O)=O.C(=O)(O)[O-].[Na+]. Product: [CH3:44][O:1][CH2:2][CH2:3][CH2:4][CH2:5][CH2:6][N:7]1[C:11]2[CH:12]=[CH:13][CH:14]=[CH:15][C:10]=2[N:9]=[C:8]1[C:16]([N:18]([CH2:40][CH:41]([CH3:43])[CH3:42])[C@H:19]1[CH2:24][C@@H:23]([C:25]([N:27]2[CH2:32][CH2:31][O:30][CH2:29][CH2:28]2)=[O:26])[CH2:22][N:21]([C:33]([O:35][C:36]([CH3:37])([CH3:38])[CH3:39])=[O:34])[CH2:20]1)=[O:17]. The catalyst class is: 7. (3) Reactant: [Li+].CC([N-]C(C)C)C.[Cl:9][C:10]1[CH:15]=[C:14]([C:16]([F:19])([F:18])[F:17])[CH:13]=[C:12]([O:20][CH2:21][O:22][CH3:23])[CH:11]=1.CN([CH:27]=[O:28])C. Product: [Cl:9][C:10]1[CH:15]=[C:14]([C:16]([F:18])([F:19])[F:17])[CH:13]=[C:12]([O:20][CH2:21][O:22][CH3:23])[C:11]=1[CH:27]=[O:28]. The catalyst class is: 1. (4) Reactant: Br[CH:2]([C:8]1[CH:13]=[CH:12][C:11]([O:14][C:15]([F:18])([F:17])[F:16])=[CH:10][CH:9]=1)[C:3]([O:6][CH3:7])([CH3:5])[CH3:4].[N-:19]=[N+:20]=[N-:21].[Na+].C1OCCOCCOCCOCCOCCOC1.O. Product: [N:19]([CH:2]([C:8]1[CH:13]=[CH:12][C:11]([O:14][C:15]([F:18])([F:17])[F:16])=[CH:10][CH:9]=1)[C:3]([O:6][CH3:7])([CH3:5])[CH3:4])=[N+:20]=[N-:21]. The catalyst class is: 9. (5) Reactant: C(O)C.[CH2:4]([CH:6]1[CH2:15][CH:14]2[C:9](=[CH:10][C:11]([O:17][CH3:18])=[C:12]([OH:16])[CH2:13]2)[CH2:8][N:7]1[CH2:19][C:20]1[CH:25]=[C:24](OC)[C:23](OC)=[C:22]([O:30][CH3:31])[CH:21]=1)[CH3:5]. Product: [CH2:4]([CH:6]1[CH2:15][CH:14]2[C:9](=[CH:10][C:11]([O:17][CH3:18])=[C:12]([OH:16])[CH2:13]2)[CH2:8][N:7]1[CH2:19][C:20]1[CH:25]=[CH:24][CH:23]=[C:22]([O:30][CH3:31])[CH:21]=1)[CH3:5]. The catalyst class is: 123. (6) The catalyst class is: 7. Reactant: C(OC(=O)[CH2:5][O:6][C@H:7]1[CH2:12][CH2:11][C@H:10]([N:13]2[C:18](=[O:19])[C:17]([CH2:20][C:21]3[CH:26]=[CH:25][C:24]([C:27]4[CH:32]=[CH:31][CH:30]=[CH:29][C:28]=4[C:33]#[N:34])=[CH:23][C:22]=3[F:35])=[C:16]([CH2:36][CH2:37][CH3:38])[N:15]3[N:39]=[CH:40][CH:41]=[C:14]23)[CH2:9][CH2:8]1)C.[CH3:43][Mg]Br.C([O:49][CH2:50][CH3:51])(=O)C. Product: [F:35][C:22]1[CH:23]=[C:24]([C:27]2[C:28]([C:33]#[N:34])=[CH:29][CH:30]=[CH:31][CH:32]=2)[CH:25]=[CH:26][C:21]=1[CH2:20][C:17]1[C:18](=[O:19])[N:13]([C@H:10]2[CH2:9][CH2:8][C@H:7]([O:6][CH2:5][C:50]([OH:49])([CH3:51])[CH3:43])[CH2:12][CH2:11]2)[C:14]2[N:15]([N:39]=[CH:40][CH:41]=2)[C:16]=1[CH2:36][CH2:37][CH3:38]. (7) Reactant: [C:1]1([C:7]2[NH:11][N:10]=[C:9]([C:12]([NH:14][CH2:15][C:16]([OH:18])=O)=[O:13])[CH:8]=2)[CH:6]=[CH:5][CH:4]=[CH:3][CH:2]=1.CCN(C(C)C)C(C)C.C1C=CC2N(O)N=NC=2C=1.CCN=C=NCCCN(C)C.Cl.Cl.[F:51][C:52]([F:67])([F:66])[C:53]1[CH:58]=[CH:57][CH:56]=[CH:55][C:54]=1[S:59][CH:60]1[CH2:65][CH2:64][NH:63][CH2:62][CH2:61]1. Product: [O:18]=[C:16]([N:63]1[CH2:62][CH2:61][CH:60]([S:59][C:54]2[CH:55]=[CH:56][CH:57]=[CH:58][C:53]=2[C:52]([F:66])([F:51])[F:67])[CH2:65][CH2:64]1)[CH2:15][NH:14][C:12]([C:9]1[CH:8]=[C:7]([C:1]2[CH:2]=[CH:3][CH:4]=[CH:5][CH:6]=2)[NH:11][N:10]=1)=[O:13]. The catalyst class is: 18.